From a dataset of Reaction yield outcomes from USPTO patents with 853,638 reactions. Predict the reaction yield, written as a fraction of the theoretical maximum amount of product (1.0 means a 100% yield; for example, 0.34 means a 34% yield). (1) The reactants are [Br:1]Br.[C:3]12[C:9](=[CH:10][CH:11]=[CH:12][CH:13]=1)[NH:8][C:7](=[O:14])[O:6][C:4]2=[O:5]. The catalyst is O. The product is [Br:1][C:12]1[CH:11]=[CH:10][C:9]2[NH:8][C:7](=[O:14])[O:6][C:4](=[O:5])[C:3]=2[CH:13]=1. The yield is 0.850. (2) The reactants are [Si]([O:8][C:9]1[CH:14]=[CH:13][C:12]([Cl:15])=[CH:11][C:10]=1[NH:16][C:17]([NH:19][C:20]1[CH:25]=[N:24][C:23]([C:26]#[N:27])=[CH:22][N:21]=1)=[O:18])(C(C)(C)C)(C)C.Br.[F-].[K+].Cl. The catalyst is CN(C=O)C. The product is [Cl:15][C:12]1[CH:13]=[CH:14][C:9]([OH:8])=[C:10]([NH:16][C:17]([NH:19][C:20]2[CH:25]=[N:24][C:23]([C:26]#[N:27])=[CH:22][N:21]=2)=[O:18])[CH:11]=1. The yield is 0.822.